From a dataset of Full USPTO retrosynthesis dataset with 1.9M reactions from patents (1976-2016). Predict the reactants needed to synthesize the given product. (1) Given the product [Cl:3][C:4]1[N:9]=[C:8]([N:10]2[CH2:15][CH2:14][O:13][CH2:12][C@H:11]2[CH3:16])[CH:7]=[C:6]([C:17]2([S:18]([CH3:20])=[O:19])[CH2:26][CH2:25][O:24][CH2:23][CH2:22]2)[N:5]=1, predict the reactants needed to synthesize it. The reactants are: [OH-].[Na+].[Cl:3][C:4]1[N:9]=[C:8]([N:10]2[CH2:15][CH2:14][O:13][CH2:12][C@H:11]2[CH3:16])[CH:7]=[C:6]([CH2:17][S:18]([CH3:20])=[O:19])[N:5]=1.Br[CH2:22][CH2:23][O:24][CH2:25][CH2:26]Br. (2) Given the product [OH:1][C@:2]([CH2:13][C:14]1[C:22]2[C:17](=[CH:18][CH:19]=[CH:20][CH:21]=2)[NH:16][CH:15]=1)([C:10]([OH:12])=[O:11])[CH2:3][C:4](=[N:8][OH:9])[C:5]([OH:7])=[O:6], predict the reactants needed to synthesize it. The reactants are: [OH:1][C:2]([CH2:13][C:14]1[C:22]2[C:17](=[CH:18][CH:19]=[CH:20][CH:21]=2)[NH:16][CH:15]=1)([C:10]([OH:12])=[O:11])[CH2:3][C:4](=[N:8][OH:9])[C:5]([OH:7])=[O:6].Cl.C(=O)([O-])[O-].[Na+].[Na+].C(OCC)(=O)C. (3) Given the product [NH2:8][C@@H:9]([CH2:13][C:14]([CH3:17])([CH3:16])[CH3:15])[CH2:10][OH:11], predict the reactants needed to synthesize it. The reactants are: [BH4-].[Li+].C[Si](Cl)(C)C.[NH2:8][C@@H:9]([CH2:13][C:14]([CH3:17])([CH3:16])[CH3:15])[C:10](O)=[O:11]. (4) Given the product [C:1]([N:4]1[C:12]2[C:7](=[CH:8][CH:9]=[C:10]([Cl:13])[CH:11]=2)[C:6](=[C:14]([Cl:23])[C:15]2[NH:16][CH:17]=[CH:18][CH:19]=2)[C:5]1=[O:21])(=[O:3])[CH3:2], predict the reactants needed to synthesize it. The reactants are: [C:1]([N:4]1[C:12]2[C:7](=[CH:8][CH:9]=[C:10]([Cl:13])[CH:11]=2)[C:6](=[C:14](O)[C:15]2[NH:16][CH:17]=[CH:18][CH:19]=2)[C:5]1=[O:21])(=[O:3])[CH3:2].P(Cl)(Cl)(Cl)(Cl)[Cl:23].